From a dataset of Reaction yield outcomes from USPTO patents with 853,638 reactions. Predict the reaction yield, written as a fraction of the theoretical maximum amount of product (1.0 means a 100% yield; for example, 0.34 means a 34% yield). (1) The reactants are [C:1]([O:5][CH2:6][CH3:7])(=[O:4])[CH:2]=O.C1(C)C=CC=CC=1.[CH3:15][NH:16][NH2:17]. The catalyst is C1COCC1. The product is [CH3:15][NH:16]/[N:17]=[CH:2]/[C:1]([O:5][CH2:6][CH3:7])=[O:4]. The yield is 0.788. (2) The catalyst is C(C(C)=O)C.C(Cl)Cl.O. The reactants are [NH2:1][C:2]1[S:3][C:4]([C:7]([O:9]CC)=O)=[CH:5][N:6]=1.Br[CH2:13][C:14]([C:16]1[CH:21]=[CH:20][CH:19]=[CH:18][CH:17]=1)=O.CC(C[AlH]CC(C)C)C. The product is [C:16]1([C:14]2[N:1]=[C:2]3[N:6]([CH:13]=2)[CH:5]=[C:4]([CH2:7][OH:9])[S:3]3)[CH:21]=[CH:20][CH:19]=[CH:18][CH:17]=1. The yield is 0.160. (3) The yield is 0.174. No catalyst specified. The product is [C:11]([C:10]1[CH:13]=[CH:14][C:7]([N:6]2[C@@H:5]3[CH2:19][CH2:20][CH2:21][CH2:22][C@H:4]3[N:3]([C:24]3[CH:25]=[CH:26][C:27]([C:30]([NH:32][CH3:33])=[O:31])=[N:28][CH:29]=3)[C:2]2=[O:1])=[CH:8][C:9]=1[C:15]([F:18])([F:16])[F:17])#[N:12]. The reactants are [O:1]=[C:2]1[N:6]([C:7]2[CH:14]=[CH:13][C:10]([C:11]#[N:12])=[C:9]([C:15]([F:18])([F:17])[F:16])[CH:8]=2)[C@@H:5]2[CH2:19][CH2:20][CH2:21][CH2:22][C@H:4]2[NH:3]1.Br[C:24]1[CH:25]=[CH:26][C:27]([C:30]([NH:32][CH3:33])=[O:31])=[N:28][CH:29]=1. (4) The reactants are [C:1]1([C:7]2[N:8]=[N:9][CH:10]=[C:11]([C:22]3[CH:27]=[CH:26][CH:25]=[CH:24][CH:23]=3)[C:12]=2[C:13]2[O:14][CH:15]=[C:16]([C:18](OC)=[O:19])[N:17]=2)[CH:6]=[CH:5][CH:4]=[CH:3][CH:2]=1.[H-].[H-].[H-].[H-].[Li+].[Al+3]. The catalyst is C1COCC1. The product is [C:1]1([C:7]2[N:8]=[N:9][CH:10]=[C:11]([C:22]3[CH:23]=[CH:24][CH:25]=[CH:26][CH:27]=3)[C:12]=2[C:13]2[O:14][CH:15]=[C:16]([CH2:18][OH:19])[N:17]=2)[CH:6]=[CH:5][CH:4]=[CH:3][CH:2]=1. The yield is 0.880. (5) The reactants are [Cl:1][C:2]1[CH:3]=[C:4]2[C:8](=[CH:9][CH:10]=1)[N:7]([C:11]1[N:15]([CH3:16])[N:14]=[C:13]([CH3:17])[C:12]=1[CH2:18][OH:19])[CH:6]=[CH:5]2.Cl[S:21]([N:24]=[C:25]=[O:26])(=[O:23])=[O:22].N1C=CC=CC=1.[CH:33]([O:36][CH2:37][CH2:38][NH2:39])([CH3:35])[CH3:34]. The catalyst is C(#N)C.O. The product is [CH:33]([O:36][CH2:37][CH2:38][NH:39][S:21]([NH:24][C:25](=[O:26])[O:19][CH2:18][C:12]1[C:13]([CH3:17])=[N:14][N:15]([CH3:16])[C:11]=1[N:7]1[C:8]2[C:4](=[CH:3][C:2]([Cl:1])=[CH:10][CH:9]=2)[CH:5]=[CH:6]1)(=[O:23])=[O:22])([CH3:35])[CH3:34]. The yield is 0.230. (6) The reactants are [NH2:1][C:2]1[CH:10]=[CH:9][C:8]([C:11]([F:14])([F:13])[F:12])=[CH:7][C:3]=1[C:4]([OH:6])=[O:5].S(=O)(=O)(O)O.[CH3:20]O. No catalyst specified. The product is [NH2:1][C:2]1[CH:10]=[CH:9][C:8]([C:11]([F:12])([F:13])[F:14])=[CH:7][C:3]=1[C:4]([O:6][CH3:20])=[O:5]. The yield is 0.510. (7) The reactants are [CH2:1]1[CH:5]2[C@@H:6]3C=C[C@H]([CH:4]2C=[CH:2]1)C3.[CH3:11][O:12][C:13](=[O:16])[CH:14]=[CH2:15].C1(C=CC(O)=CC=1)O. No catalyst specified. The product is [CH3:11][O:12][C:13]([CH:14]1[CH2:4][CH:5]2[CH2:6][CH:15]1[CH:2]=[CH:1]2)=[O:16]. The yield is 0.576.